Dataset: Reaction yield outcomes from USPTO patents with 853,638 reactions. Task: Predict the reaction yield, written as a fraction of the theoretical maximum amount of product (1.0 means a 100% yield; for example, 0.34 means a 34% yield). The reactants are Br[C:2]1[CH:3]=[C:4]2[C:9](=[CH:10][CH:11]=1)[O:8][CH:7]=[C:6]([CH:12]=[O:13])[C:5]2=[O:14].BrN1[C:20](=[O:21])[CH2:19][CH2:18]C1=O.[Cl:23][C:24]1[CH:31]=[CH:30][C:27]([CH2:28][NH2:29])=[CH:26][CH:25]=1. The catalyst is C(Cl)(Cl)(Cl)Cl. The product is [Cl:23][C:24]1[CH:31]=[CH:30][C:27]([CH2:28][NH:29][C:12]([C:6]2[C:5](=[O:14])[C:4]3[C:9](=[CH:10][CH:11]=[C:2]([C:18]#[C:19][CH2:20][OH:21])[CH:3]=3)[O:8][CH:7]=2)=[O:13])=[CH:26][CH:25]=1. The yield is 0.230.